Predict the reactants needed to synthesize the given product. From a dataset of Full USPTO retrosynthesis dataset with 1.9M reactions from patents (1976-2016). (1) The reactants are: [C:1](/[C:3](=[N:9]\O)/[C:4]([O:6][CH2:7][CH3:8])=[O:5])#[N:2].C([O-])(O)=O.[Na+].[O-]S(S([O-])=O)=O.[Na+].[Na+]. Given the product [NH2:9][CH:3]([C:1]#[N:2])[C:4]([O:6][CH2:7][CH3:8])=[O:5], predict the reactants needed to synthesize it. (2) Given the product [CH:7]1([CH2:13][C:14]2([N:24]([CH3:25])[CH3:26])[CH2:23][CH2:22][C:17]3([CH2:18][CH2:19][N:20]([C:1](=[O:5])[CH2:2][CH2:3][CH3:4])[CH2:21]3)[CH2:16][CH2:15]2)[CH2:8][CH2:9][CH2:10][CH2:11][CH2:12]1, predict the reactants needed to synthesize it. The reactants are: [C:1](Cl)(=[O:5])[CH2:2][CH2:3][CH3:4].[CH:7]1([CH2:13][C:14]2([N:24]([CH3:26])[CH3:25])[CH2:23][CH2:22][C:17]3([CH2:21][NH:20][CH2:19][CH2:18]3)[CH2:16][CH2:15]2)[CH2:12][CH2:11][CH2:10][CH2:9][CH2:8]1.C(N(CC)CC)C.C(=O)([O-])[O-].[K+].[K+].